This data is from Full USPTO retrosynthesis dataset with 1.9M reactions from patents (1976-2016). The task is: Predict the reactants needed to synthesize the given product. (1) Given the product [CH3:22][N:13]1[C:14]2[N:15]=[N:16][N:17]([CH3:21])[C:18]=2[C:19](=[O:20])[N:10]([CH2:9][CH2:8][CH2:7][CH2:6][C@H:5]([OH:4])[CH3:23])[C:11]1=[O:12], predict the reactants needed to synthesize it. The reactants are: C([O:4][C@H:5]([CH3:23])[CH2:6][CH2:7][CH2:8][CH2:9][N:10]1[C:19](=[O:20])[C:18]2[N:17]([CH3:21])[N:16]=[N:15][C:14]=2[N:13]([CH3:22])[C:11]1=[O:12])(=O)C.Cl.C(OCC)C. (2) Given the product [NH2:6][C:5]1[CH:7]=[C:8]([C:9]([F:12])([F:11])[F:10])[C:2]([C:28]2[CH:29]=[CH:30][C:31]([C@H:34]([NH:36][S:37]([CH3:40])(=[O:38])=[O:39])[CH3:35])=[CH:32][CH:33]=2)=[C:3]([Cl:13])[CH:4]=1, predict the reactants needed to synthesize it. The reactants are: Br[C:2]1[C:8]([C:9]([F:12])([F:11])[F:10])=[CH:7][C:5]([NH2:6])=[CH:4][C:3]=1[Cl:13].C(=O)([O-])[O-].[Na+].[Na+].CC1(C)C(C)(C)OB([C:28]2[CH:33]=[CH:32][C:31]([C@H:34]([NH:36][S:37]([CH3:40])(=[O:39])=[O:38])[CH3:35])=[CH:30][CH:29]=2)O1.O.